From a dataset of HIV replication inhibition screening data with 41,000+ compounds from the AIDS Antiviral Screen. Binary Classification. Given a drug SMILES string, predict its activity (active/inactive) in a high-throughput screening assay against a specified biological target. The compound is Cc1cc(O)cc2oc(=O)c3c(O)cc(O)cc3c12. The result is 0 (inactive).